Dataset: Reaction yield outcomes from USPTO patents with 853,638 reactions. Task: Predict the reaction yield, written as a fraction of the theoretical maximum amount of product (1.0 means a 100% yield; for example, 0.34 means a 34% yield). (1) The reactants are [F:1][C@H:2]1[CH2:6][CH2:5][N:4]([S:7]([C:10]2[CH:15]=[CH:14][C:13](I)=[CH:12][CH:11]=2)(=[O:9])=[O:8])[CH2:3]1.[B:17]1([B:17]2[O:21][C:20]([CH3:23])([CH3:22])[C:19]([CH3:25])([CH3:24])[O:18]2)[O:21][C:20]([CH3:23])([CH3:22])[C:19]([CH3:25])([CH3:24])[O:18]1.C([O-])(=O)C.[K+].O. The catalyst is CN(C=O)C.C1C=CC(P(C2C=CC=CC=2)[C-]2C=CC=C2)=CC=1.C1C=CC(P(C2C=CC=CC=2)[C-]2C=CC=C2)=CC=1.Cl[Pd]Cl.[Fe+2].ClCCl. The product is [F:1][C@H:2]1[CH2:6][CH2:5][N:4]([S:7]([C:10]2[CH:15]=[CH:14][C:13]([B:17]3[O:21][C:20]([CH3:23])([CH3:22])[C:19]([CH3:25])([CH3:24])[O:18]3)=[CH:12][CH:11]=2)(=[O:9])=[O:8])[CH2:3]1. The yield is 0.330. (2) The reactants are [Br:1][C:2]1[CH:9]=[CH:8][C:5]([C:6]#[N:7])=[CH:4][CH:3]=1.[N+:10]([O-])([OH:12])=[O:11]. The catalyst is OS(O)(=O)=O. The product is [Br:1][C:2]1[CH:9]=[CH:8][C:5]([C:6]#[N:7])=[CH:4][C:3]=1[N+:10]([O-:12])=[O:11]. The yield is 0.560. (3) The reactants are [Cl:1][C:2]1[N:7]=[C:6](Cl)[C:5]([C:9]2[CH:14]=[CH:13][CH:12]=[CH:11][C:10]=2[S:15]C(Cl)(Cl)Cl)=[CH:4][N:3]=1. The catalyst is CN(C=O)C.O.[Cu]I. The product is [Cl:1][C:2]1[N:7]=[CH:6][C:5]2[C:9]3[CH:14]=[CH:13][CH:12]=[CH:11][C:10]=3[S:15][C:4]=2[N:3]=1. The yield is 0.380. (4) The reactants are Cl[C:2]1[N:7]=[CH:6][N:5]=[C:4]([NH:8][C:9]2[CH:10]=[C:11]3[C:15](=[CH:16][CH:17]=2)[NH:14][N:13]=[CH:12]3)[CH:3]=1.Cl.[CH3:19][O:20][C:21]1[CH:22]=[C:23]2[C:27](=[CH:28][CH:29]=1)[CH2:26][NH:25][CH2:24]2.[C:30]([O-])([O-])=O.[K+].[K+]. The catalyst is CN(C=O)C.O. The product is [CH3:19][O:20][C:21]1[CH:22]=[C:23]2[C:27](=[CH:28][CH:29]=1)[CH2:26][N:25]([C:2]1[N:7]=[C:6]([CH3:30])[N:5]=[C:4]([NH:8][C:9]3[CH:10]=[C:11]4[C:15](=[CH:16][CH:17]=3)[NH:14][N:13]=[CH:12]4)[CH:3]=1)[CH2:24]2. The yield is 0.110. (5) The reactants are [NH2:1][CH2:2][C:3]([NH:5][CH2:6][C:7]([NH:9][C@H:10]([C:18]([NH:20][CH2:21][C:22]([NH:24][C@@H:25]1[C:30]2=[C:31]3[CH2:46][N:45]4[C:40](=[CH:41][C:42]5[C@:51]([CH2:53][CH3:54])([OH:52])[C:50](=[O:55])[O:49][CH2:48][C:43]=5[C:44]4=[O:47])[C:32]3=[N:33][C:34]3[CH:35]=[C:36]([F:39])[C:37]([CH3:38])=[C:28]([C:29]=32)[CH2:27][CH2:26]1)=[O:23])=[O:19])[CH2:11][C:12]1[CH:17]=[CH:16][CH:15]=[CH:14][CH:13]=1)=[O:8])=[O:4].ON1C(=O)CCC1=O.[CH:64]1[C:76]2[CH:75]([CH2:77][O:78][C:79]([NH:81][C@H:82]([C:91]([O-])=[O:92])[CH2:83][C:84]([O:86][C:87]([CH3:90])([CH3:89])[CH3:88])=[O:85])=[O:80])[C:74]3[C:69](=[CH:70][CH:71]=[CH:72][CH:73]=3)[C:68]=2[CH:67]=[CH:66][CH:65]=1.C1(N=C=NC2CCCCC2)CCCCC1. The catalyst is CN(C)C=O. The product is [CH2:11]([C@H:10]([NH:9][C:7](=[O:8])[CH2:6][NH:5][C:3](=[O:4])[CH2:2][NH:1][C:91](=[O:92])[C@@H:82]([NH:81][C:79]([O:78][CH2:77][CH:75]1[C:76]2[CH:64]=[CH:65][CH:66]=[CH:67][C:68]=2[C:69]2[C:74]1=[CH:73][CH:72]=[CH:71][CH:70]=2)=[O:80])[CH2:83][C:84]([O:86][C:87]([CH3:90])([CH3:89])[CH3:88])=[O:85])[C:18](=[O:19])[NH:20][CH2:21][C:22]([NH:24][C@@H:25]1[C:30]2=[C:31]3[CH2:46][N:45]4[C:40](=[CH:41][C:42]5[C@:51]([CH2:53][CH3:54])([OH:52])[C:50](=[O:55])[O:49][CH2:48][C:43]=5[C:44]4=[O:47])[C:32]3=[N:33][C:34]3[CH:35]=[C:36]([F:39])[C:37]([CH3:38])=[C:28]([C:29]=32)[CH2:27][CH2:26]1)=[O:23])[C:12]1[CH:17]=[CH:16][CH:15]=[CH:14][CH:13]=1. The yield is 0.730.